The task is: Predict which catalyst facilitates the given reaction.. This data is from Catalyst prediction with 721,799 reactions and 888 catalyst types from USPTO. (1) Reactant: [NH:1]1[C:9]2[C:4](=[CH:5][CH:6]=[CH:7][CH:8]=2)[C:3](/[CH:10]=[C:11]2\[O:12][C:13]3[C:20]([CH2:21][N:22]4[CH2:27][CH2:26][N:25](C(OC(C)(C)C)=O)[CH2:24][CH2:23]4)=[CH:19][CH:18]=[CH:17][C:14]=3[C:15]\2=[O:16])=[CH:2]1.Cl. Product: [NH:1]1[C:9]2[C:4](=[CH:5][CH:6]=[CH:7][CH:8]=2)[C:3]([CH:10]=[C:11]2[C:15](=[O:16])[C:14]3[CH:17]=[CH:18][CH:19]=[C:20]([CH2:21][N:22]4[CH2:27][CH2:26][NH:25][CH2:24][CH2:23]4)[C:13]=3[O:12]2)=[CH:2]1. The catalyst class is: 135. (2) Reactant: [CH3:1][N:2]1[CH2:7][CH2:6][N:5]([C:8]([O:10][C@@H:11]2[N:20]([C:21]3[CH:22]=[CH:23][C:24]([Cl:27])=[CH:25][N:26]=3)[C:18](=[O:19])[C:13]3[N:14]=[CH:15][CH:16]=[N:17][C:12]2=3)=[O:9])[CH2:4][CH2:3]1.C(OCC)(=O)C.[C:34]([OH:44])(=[O:43])[C@@H:35]([C:37]1[CH:42]=[CH:41][CH:40]=[CH:39][CH:38]=1)[OH:36].CN1CCN(C(OC2N(C3C=CC(Cl)=CN=3)C(=O)C3N=CC=NC2=3)=O)CC1. Product: [CH3:1][N:2]1[CH2:7][CH2:6][N:5]([C:8]([O:10][C@@H:11]2[N:20]([C:21]3[CH:22]=[CH:23][C:24]([Cl:27])=[CH:25][N:26]=3)[C:18](=[O:19])[C:13]3[N:14]=[CH:15][CH:16]=[N:17][C:12]2=3)=[O:9])[CH2:4][CH2:3]1.[C:34]([O-:44])(=[O:43])[C@@H:35]([C:37]1[CH:42]=[CH:41][CH:40]=[CH:39][CH:38]=1)[OH:36]. The catalyst class is: 194.